Dataset: NCI-60 drug combinations with 297,098 pairs across 59 cell lines. Task: Regression. Given two drug SMILES strings and cell line genomic features, predict the synergy score measuring deviation from expected non-interaction effect. Drug 1: C1=NC2=C(N=C(N=C2N1C3C(C(C(O3)CO)O)O)F)N. Drug 2: CCN(CC)CCNC(=O)C1=C(NC(=C1C)C=C2C3=C(C=CC(=C3)F)NC2=O)C. Cell line: T-47D. Synergy scores: CSS=3.89, Synergy_ZIP=4.40, Synergy_Bliss=8.57, Synergy_Loewe=-0.438, Synergy_HSA=1.16.